From a dataset of Forward reaction prediction with 1.9M reactions from USPTO patents (1976-2016). Predict the product of the given reaction. (1) The product is: [Cl:22][C:7]1[S:8][C:9]([C:12]2[CH:17]=[CH:16][CH:15]=[CH:14][CH:13]=2)=[N:10][N:11]=1. Given the reactants S(O)(O)(=O)=O.N[C:7]1[S:8][C:9]([C:12]2[CH:17]=[CH:16][CH:15]=[CH:14][CH:13]=2)=[N:10][N:11]=1.N([O-])=O.[Na+].[ClH:22], predict the reaction product. (2) Given the reactants [C:1]1([S:7]([N:10]2[CH2:12][CH:11]2[C:13]([N:15]2[CH2:20][CH2:19][N:18]([C:21]3[CH:26]=[C:25]([CH3:27])[CH:24]=[CH:23][C:22]=3[CH3:28])[CH2:17][CH2:16]2)=[O:14])(=[O:9])=[O:8])[CH:6]=[CH:5][CH:4]=[CH:3][CH:2]=1.[I-].[Na+].[Cl:31][C:32]1[CH:37]=[CH:36][CH:35]=[CH:34][C:33]=1[N:38]=[C:39]=[O:40], predict the reaction product. The product is: [C:1]1([S:7]([N:10]2[CH2:12][CH:11]([C:13]([N:15]3[CH2:16][CH2:17][N:18]([C:21]4[CH:26]=[C:25]([CH3:27])[CH:24]=[CH:23][C:22]=4[CH3:28])[CH2:19][CH2:20]3)=[O:14])[N:38]([C:33]3[CH:34]=[CH:35][CH:36]=[CH:37][C:32]=3[Cl:31])[C:39]2=[O:40])(=[O:9])=[O:8])[CH:6]=[CH:5][CH:4]=[CH:3][CH:2]=1. (3) Given the reactants [CH:1]1([CH:7]([NH:25][C:26]2[CH:34]=[CH:33][C:29](C(O)=O)=[CH:28][CH:27]=2)[C:8]2[CH:12]=[C:11]([C:13]3[CH:14]=[N:15][C:16]([O:19][CH2:20][CH2:21][O:22][CH3:23])=[CH:17][CH:18]=3)[O:10][C:9]=2[CH3:24])[CH2:6][CH2:5][CH2:4][CH2:3][CH2:2]1.[CH3:35][NH:36][CH2:37][CH2:38][C:39]([O:41]CC)=[O:40].Cl.C(N=C=NCCCN(C)C)C.O.[OH:57][C:58]1C2N=NNC=2C=CC=1, predict the reaction product. The product is: [CH:1]1([CH:7]([NH:25][C:26]2[CH:27]=[CH:28][C:29]([C:58]([N:36]([CH3:35])[CH2:37][CH2:38][C:39]([OH:41])=[O:40])=[O:57])=[CH:33][CH:34]=2)[C:8]2[CH:12]=[C:11]([C:13]3[CH:14]=[N:15][C:16]([O:19][CH2:20][CH2:21][O:22][CH3:23])=[CH:17][CH:18]=3)[O:10][C:9]=2[CH3:24])[CH2:6][CH2:5][CH2:4][CH2:3][CH2:2]1. (4) Given the reactants [C:1]([O:5][C:6]([NH:8][C:9](=[N:50][C:51]([O:53][C:54]([CH3:57])([CH3:56])[CH3:55])=[O:52])[NH:10][C:11]1[CH:49]=[CH:48][C:14]([C:15]([O:17][C:18]2[CH:23]=[CH:22][C:21]([CH2:24][C:25]([NH:27][C@H:28]([C:37]([O:39]CC3C=CC=CC=3)=[O:38])[CH2:29][C:30]3[CH:35]=[CH:34][CH:33]=[C:32]([F:36])[CH:31]=3)=[O:26])=[C:20]([Cl:47])[CH:19]=2)=[O:16])=[CH:13][CH:12]=1)=[O:7])([CH3:4])([CH3:3])[CH3:2], predict the reaction product. The product is: [C:54]([O:53][C:51]([NH:50][C:9](=[N:8][C:6]([O:5][C:1]([CH3:4])([CH3:3])[CH3:2])=[O:7])[NH:10][C:11]1[CH:12]=[CH:13][C:14]([C:15]([O:17][C:18]2[CH:23]=[CH:22][C:21]([CH2:24][C:25]([NH:27][C@H:28]([C:37]([OH:39])=[O:38])[CH2:29][C:30]3[CH:35]=[CH:34][CH:33]=[C:32]([F:36])[CH:31]=3)=[O:26])=[C:20]([Cl:47])[CH:19]=2)=[O:16])=[CH:48][CH:49]=1)=[O:52])([CH3:56])([CH3:57])[CH3:55]. (5) The product is: [NH2:30][C:29]1[C:24]2[C:23]([CH3:31])=[CH:22][N:21]([C@@H:10]3[O:11][C@H:12]([CH2:13][OH:34])[C@@H:8]([Si:1]([C:4]([CH3:6])([CH3:5])[CH3:7])([CH3:2])[CH3:3])[CH2:9]3)[C:25]=2[N:26]=[CH:27][N:28]=1. Given the reactants [Si:1]([C@@H:8]1[C@@H:12]([CH2:13][Si](C(C)(C)C)(C)C)[O:11][C@@H:10]([N:21]2[C:25]3[N:26]=[CH:27][N:28]=[C:29]([NH2:30])[C:24]=3[C:23]([CH3:31])=[CH:22]2)[CH2:9]1)([C:4]([CH3:7])([CH3:6])[CH3:5])([CH3:3])[CH3:2].C(OCC)(=[O:34])C.ClCCl.C1(C)C=CC=CC=1, predict the reaction product.